This data is from Reaction yield outcomes from USPTO patents with 853,638 reactions. The task is: Predict the reaction yield, written as a fraction of the theoretical maximum amount of product (1.0 means a 100% yield; for example, 0.34 means a 34% yield). (1) The reactants are [Cl-].O[NH3+:3].[C:4](=[O:7])([O-])[OH:5].[Na+].CS(C)=O.[CH2:13]([C:17]1[N:18]=[C:19]([CH3:45])[N:20]([CH2:39][C:40]2([CH3:44])[CH2:43][O:42][CH2:41]2)[C:21](=[O:38])[C:22]=1[CH2:23][C:24]1[CH:29]=[CH:28][C:27]([C:30]2[C:31]([C:36]#[N:37])=[CH:32][CH:33]=[CH:34][CH:35]=2)=[CH:26][CH:25]=1)[CH2:14][CH2:15][CH3:16]. The catalyst is C(OCC)(=O)C. The product is [CH2:13]([C:17]1[N:18]=[C:19]([CH3:45])[N:20]([CH2:39][C:40]2([CH3:44])[CH2:41][O:42][CH2:43]2)[C:21](=[O:38])[C:22]=1[CH2:23][C:24]1[CH:25]=[CH:26][C:27]([C:30]2[CH:35]=[CH:34][CH:33]=[CH:32][C:31]=2[C:36]2[NH:3][C:4](=[O:7])[O:5][N:37]=2)=[CH:28][CH:29]=1)[CH2:14][CH2:15][CH3:16]. The yield is 0.0500. (2) The reactants are [CH3:1][N:2]([CH3:17])[C:3]1[CH:4]=[C:5]2[C:10](=[CH:11][CH:12]=1)[C:9]([CH:13]([NH:15][CH3:16])[CH3:14])=[CH:8][CH:7]=[CH:6]2.[F:18][C:19]([F:36])([F:35])[C:20]1[CH:25]=[CH:24][C:23]([C:26]2[CH:31]=[CH:30][C:29]([C:32]([Cl:34])=[O:33])=[CH:28][CH:27]=2)=[CH:22][CH:21]=1. The catalyst is C(Cl)Cl. The product is [ClH:34].[CH3:17][N:2]([CH3:1])[C:3]1[CH:4]=[C:5]2[C:10](=[CH:11][CH:12]=1)[C:9]([CH:13]([N:15]([CH3:16])[C:32]([C:29]1[CH:30]=[CH:31][C:26]([C:23]3[CH:24]=[CH:25][C:20]([C:19]([F:36])([F:35])[F:18])=[CH:21][CH:22]=3)=[CH:27][CH:28]=1)=[O:33])[CH3:14])=[CH:8][CH:7]=[CH:6]2. The yield is 0.690. (3) The reactants are [CH3:1][O:2][C:3]1[CH:8]=[CH:7][CH:6]=[CH:5][C:4]=1[CH:9]=[CH:10][C:11](=[O:22])[CH:12]=[CH:13][C:14]1[CH:19]=[CH:18][CH:17]=[CH:16][C:15]=1[O:20][CH3:21].[CH3:23][NH2:24].O. The catalyst is CN(C)C=O. The product is [CH3:21][O:20][C:15]1[CH:16]=[CH:17][CH:18]=[CH:19][C:14]=1[CH:13]1[CH2:12][C:11](=[O:22])[CH2:10][CH:9]([C:4]2[CH:5]=[CH:6][CH:7]=[CH:8][C:3]=2[O:2][CH3:1])[N:24]1[CH3:23]. The yield is 0.550. (4) The reactants are C(O[C:4]([C:6]1[CH:7]=[C:8]2[C:12](=[CH:13][CH:14]=1)[NH:11][N:10]=[C:9]2[C:15]1[CH:24]=[CH:23][C:22]2[C:17](=[CH:18][CH:19]=[C:20]([O:25][CH2:26][CH2:27][N:28]3[CH2:32][CH2:31][CH2:30][CH2:29]3)[CH:21]=2)[CH:16]=1)=[NH:5])C.[CH3:33][CH:34]([CH3:40])[CH2:35][C:36]([NH:38][NH2:39])=O.C(N(CC)CC)C. The catalyst is CO. The product is [CH2:35]([C:36]1[NH:38][N:39]=[C:4]([C:6]2[CH:7]=[C:8]3[C:12](=[CH:13][CH:14]=2)[NH:11][N:10]=[C:9]3[C:15]2[CH:24]=[CH:23][C:22]3[C:17](=[CH:18][CH:19]=[C:20]([O:25][CH2:26][CH2:27][N:28]4[CH2:29][CH2:30][CH2:31][CH2:32]4)[CH:21]=3)[CH:16]=2)[N:5]=1)[CH:34]([CH3:40])[CH3:33]. The yield is 0.170. (5) The reactants are Br[C:2]1[CH:7]=[CH:6][C:5]([CH3:8])=[CH:4][C:3]=1[C:9]([O:14]COCC)([CH2:12][F:13])[CH2:10][F:11].[Li]CCCC.[B:24](OC)(OC)[O:25]C.CC(=O)OCC. The catalyst is C1COCC1. The product is [F:11][CH2:10][C:9]1([CH2:12][F:13])[O:14][B:24]([OH:25])[C:2]2[CH:7]=[CH:6][C:5]([CH3:8])=[CH:4][C:3]1=2. The yield is 0.320. (6) The reactants are [CH2:1]([N:3]1[C:12]2[C:7](=[N:8][CH:9]=[C:10]([C:13]3[CH:18]=[CH:17][C:16]([C:19]4[N:23](C5CCCCO5)[CH:22]=[N:21][N:20]=4)=[CH:15][CH:14]=3)[N:11]=2)[NH:6][C:5](=[O:30])[CH2:4]1)[CH3:2].[ClH:31]. The catalyst is C(O)C.O1CCOCC1. The product is [ClH:31].[N:21]1[N:20]=[C:19]([C:16]2[CH:17]=[CH:18][C:13]([C:10]3[N:11]=[C:12]4[N:3]([CH2:1][CH3:2])[CH2:4][C:5](=[O:30])[NH:6][C:7]4=[N:8][CH:9]=3)=[CH:14][CH:15]=2)[NH:23][CH:22]=1. The yield is 0.820. (7) The reactants are Br[C:2]1[CH:7]=[CH:6][C:5]([C@@H:8]([NH:10][C:11](=[O:17])[O:12][C:13]([CH3:16])([CH3:15])[CH3:14])[CH3:9])=[CH:4][CH:3]=1.[CH3:18][N:19](C)C=O. The catalyst is CCOCC.C1C=CC([P]([Pd]([P](C2C=CC=CC=2)(C2C=CC=CC=2)C2C=CC=CC=2)([P](C2C=CC=CC=2)(C2C=CC=CC=2)C2C=CC=CC=2)[P](C2C=CC=CC=2)(C2C=CC=CC=2)C2C=CC=CC=2)(C2C=CC=CC=2)C2C=CC=CC=2)=CC=1.[C-]#N.[Zn+2].[C-]#N. The product is [C:18]([C:2]1[CH:7]=[CH:6][C:5]([C@@H:8]([NH:10][C:11](=[O:17])[O:12][C:13]([CH3:16])([CH3:15])[CH3:14])[CH3:9])=[CH:4][CH:3]=1)#[N:19]. The yield is 0.900.